Dataset: Forward reaction prediction with 1.9M reactions from USPTO patents (1976-2016). Task: Predict the product of the given reaction. (1) The product is: [F:1][C:2]1[CH:3]=[C:4]([NH2:16])[C:5]([NH2:15])=[CH:6][C:7]=1[N:8]1[CH2:14][CH2:13][CH2:12][O:11][CH2:10][CH2:9]1. Given the reactants [F:1][C:2]1[C:7]([N:8]2[CH2:14][CH2:13][CH2:12][O:11][CH2:10][CH2:9]2)=[CH:6][C:5]([NH2:15])=[C:4]([N+:16]([O-])=O)[CH:3]=1.[H][H], predict the reaction product. (2) Given the reactants [NH2:1][CH:2]1[CH2:7][CH2:6][N:5]([CH2:8][CH2:9][N:10]2[C:15](=[O:16])[CH:14]=[N:13][C:12]3[CH:17]=[CH:18][C:19]([O:21][CH3:22])=[N:20][C:11]2=3)[CH2:4][CH2:3]1.[O:23]=[C:24]1[CH2:29][O:28][C:27]2[CH:30]=[CH:31][C:32]([CH:34]=O)=[N:33][C:26]=2[NH:25]1.C(O[BH-](OC(=O)C)OC(=O)C)(=O)C.[Na+].C([O-])(O)=O.[Na+], predict the reaction product. The product is: [CH3:22][O:21][C:19]1[CH:18]=[CH:17][C:12]2[N:13]=[CH:14][C:15](=[O:16])[N:10]([CH2:9][CH2:8][N:5]3[CH2:4][CH2:3][CH:2]([NH:1][CH2:34][C:32]4[CH:31]=[CH:30][C:27]5[O:28][CH2:29][C:24](=[O:23])[NH:25][C:26]=5[N:33]=4)[CH2:7][CH2:6]3)[C:11]=2[N:20]=1. (3) Given the reactants [C:1]([O:5][C:6]([NH:8][NH:9][C:10]([CH3:23])([CH2:14][C:15]1[CH:20]=[CH:19][C:18]([OH:21])=[C:17]([OH:22])[CH:16]=1)[C:11]([OH:13])=[O:12])=[O:7])([CH3:4])([CH3:3])[CH3:2].C(=O)([O-])O.[Cs+].Br[CH2:30][C:31]([O:33][C:34]([CH3:37])([CH3:36])[CH3:35])=[O:32], predict the reaction product. The product is: [OH:22][C:17]1[CH:16]=[C:15]([CH2:14][C@@:10]([NH:9][NH:8][C:6]([O:5][C:1]([CH3:4])([CH3:2])[CH3:3])=[O:7])([CH3:23])[C:11]([O:13][CH2:30][C:31]([O:33][C:34]([CH3:37])([CH3:36])[CH3:35])=[O:32])=[O:12])[CH:20]=[CH:19][C:18]=1[OH:21]. (4) Given the reactants Br[C:2]1[CH:3]=[CH:4][C:5]([N+:8]([O-:10])=[O:9])=[N:6][CH:7]=1.[OH:11][C:12]1[CH:13]=[N:14][CH:15]=[C:16]([CH:21]=1)[C:17]([O:19][CH3:20])=[O:18].C(=O)([O-])[O-].[Cs+].[Cs+], predict the reaction product. The product is: [N+:8]([C:5]1[N:6]=[CH:7][C:2]([O:11][C:12]2[CH:13]=[N:14][CH:15]=[C:16]([CH:21]=2)[C:17]([O:19][CH3:20])=[O:18])=[CH:3][CH:4]=1)([O-:10])=[O:9]. (5) Given the reactants Cl[C:2]1[N:7]=[C:6]2[N:8]([CH:11]3[CH2:16][CH2:15][CH2:14][CH2:13][O:12]3)[N:9]=[CH:10][C:5]2=[C:4]([C:17]2[CH:18]=[C:19]([NH:23][C:24](=[O:27])[CH:25]=[CH2:26])[CH:20]=[CH:21][CH:22]=2)[N:3]=1.[F:28][C:29]1[CH:30]=[C:31]([CH:33]=[CH:34][C:35]=1[N:36]1[CH2:41][CH2:40][O:39][CH2:38][CH2:37]1)[NH2:32], predict the reaction product. The product is: [F:28][C:29]1[CH:30]=[C:31]([NH:32][C:2]2[N:7]=[C:6]3[N:8]([CH:11]4[CH2:16][CH2:15][CH2:14][CH2:13][O:12]4)[N:9]=[CH:10][C:5]3=[C:4]([C:17]3[CH:18]=[C:19]([NH:23][C:24](=[O:27])[CH:25]=[CH2:26])[CH:20]=[CH:21][CH:22]=3)[N:3]=2)[CH:33]=[CH:34][C:35]=1[N:36]1[CH2:37][CH2:38][O:39][CH2:40][CH2:41]1. (6) Given the reactants [CH2:1]([O:3][C:4](=[O:7])[CH2:5]Br)[CH3:2].[F:8][C:9]1[CH:14]=[CH:13][C:12]([OH:15])=[CH:11][C:10]=1[CH3:16].C([O-])([O-])=O.[K+].[K+].[Na+].[I-], predict the reaction product. The product is: [F:8][C:9]1[CH:14]=[CH:13][C:12]([O:15][CH2:5][C:4]([O:3][CH2:1][CH3:2])=[O:7])=[CH:11][C:10]=1[CH3:16].